This data is from Forward reaction prediction with 1.9M reactions from USPTO patents (1976-2016). The task is: Predict the product of the given reaction. (1) Given the reactants [CH2:1]([C@@H:8]1[NH:13][CH2:12][CH2:11][N:10]([C:14]2[CH:22]=[C:21]3[C:17]([C:18]([CH2:27][CH3:28])=[N:19][N:20]3[CH:23]3[CH2:26][CH2:25][CH2:24]3)=[CH:16][CH:15]=2)[CH2:9]1)[C:2]1[CH:7]=[CH:6][CH:5]=[CH:4][CH:3]=1.Cl[C:30]1[S:31][CH:32]=[CH:33][N:34]=1, predict the reaction product. The product is: [CH2:1]([C@H:8]1[CH2:9][N:10]([C:14]2[CH:22]=[C:21]3[C:17]([C:18]([CH2:27][CH3:28])=[N:19][N:20]3[CH:23]3[CH2:24][CH2:25][CH2:26]3)=[CH:16][CH:15]=2)[CH2:11][CH2:12][N:13]1[C:30]1[S:31][CH:32]=[CH:33][N:34]=1)[C:2]1[CH:3]=[CH:4][CH:5]=[CH:6][CH:7]=1. (2) Given the reactants [CH3:1][C:2]1([CH3:17])[CH2:8][CH2:7][CH2:6][C:5](=[CH2:9])[C@H:4]([CH2:10][CH2:11][C:12](=[O:14])[CH3:13])[C@@H:3]1[CH:15]=[O:16], predict the reaction product. The product is: [OH:16][CH2:15][C@@H:3]1[C:2]([CH3:17])([CH3:1])[CH2:8][CH2:7][CH2:6][C:5](=[CH2:9])[C@@H:4]1[CH2:10][CH2:11][C:12](=[O:14])[CH3:13]. (3) Given the reactants [CH3:1][S:2][C:3]1[CH:12]=[CH:11][C:6]([C:7]([O:9][CH3:10])=[O:8])=[C:5]([O:13][C@H:14]2[CH2:19][CH2:18][C@@H:17]([NH:20][C:21]([O:23][C:24]([CH3:27])([CH3:26])[CH3:25])=[O:22])[CH2:16][CH2:15]2)[CH:4]=1.[CH3:28][Si](C)(C)[N-][Si](C)(C)C.[Li+].CI, predict the reaction product. The product is: [CH3:1][S:2][C:3]1[CH:12]=[CH:11][C:6]([C:7]([O:9][CH3:10])=[O:8])=[C:5]([O:13][C@H:14]2[CH2:19][CH2:18][C@@H:17]([N:20]([C:21]([O:23][C:24]([CH3:27])([CH3:26])[CH3:25])=[O:22])[CH3:28])[CH2:16][CH2:15]2)[CH:4]=1. (4) Given the reactants FC(F)(F)S(O[C:7]1[CH:12]=[CH:11][C:10]([N:13]2[C:18]3=[N:19][C:20]4[C:25]([Cl:26])=[CH:24][CH:23]=[C:22]([CH:27]([O:32][CH:33]([F:35])[F:34])[C:28]([F:31])([F:30])[F:29])[C:21]=4[N:17]3[CH2:16][CH2:15][CH2:14]2)=[C:9]([CH3:36])[N:8]=1)(=O)=O.[NH:39]1[CH2:43][CH2:42][CH2:41][CH2:40]1, predict the reaction product. The product is: [Cl:26][C:25]1[C:20]2[N:19]=[C:18]3[N:13]([C:10]4[C:9]([CH3:36])=[N:8][C:7]([N:39]5[CH2:43][CH2:42][CH2:41][CH2:40]5)=[CH:12][CH:11]=4)[CH2:14][CH2:15][CH2:16][N:17]3[C:21]=2[C:22]([CH:27]([O:32][CH:33]([F:35])[F:34])[C:28]([F:31])([F:30])[F:29])=[CH:23][CH:24]=1. (5) Given the reactants P(Cl)(Cl)(Cl)(Cl)[Cl:2].[ClH:7].[NH2:8][C:9]1([C:15]([OH:17])=O)[CH2:14][CH2:13][CH2:12][CH2:11][CH2:10]1, predict the reaction product. The product is: [ClH:2].[NH2:8][C:9]1([C:15]([Cl:7])=[O:17])[CH2:14][CH2:13][CH2:12][CH2:11][CH2:10]1. (6) The product is: [F:55][C:56]1[CH:57]=[C:58]2[C:63](=[CH:64][CH:65]=1)[N:62]=[C:61]([N:66]1[CH2:67][CH2:68][N:69]([C:19](=[O:20])[CH2:18][O:17][CH:14]3[CH2:15][CH2:16][CH:11]([NH:10][C:7]4[CH:8]=[CH:9][C:4]([N+:1]([O-:3])=[O:2])=[C:5]([C:22]([F:23])([F:24])[F:25])[CH:6]=4)[CH2:12][CH2:13]3)[CH2:70][CH2:71]1)[CH:60]=[CH:59]2. Given the reactants [N+:1]([C:4]1[CH:9]=[CH:8][C:7]([NH:10][CH:11]2[CH2:16][CH2:15][CH:14]([O:17][CH2:18][C:19](O)=[O:20])[CH2:13][CH2:12]2)=[CH:6][C:5]=1[C:22]([F:25])([F:24])[F:23])([O-:3])=[O:2].CCN=C=NCCCN(C)C.Cl.C1C=CC2N(O)N=NC=2C=1.C(N(CC)CC)C.[F:55][C:56]1[CH:57]=[C:58]2[C:63](=[CH:64][CH:65]=1)[N:62]=[C:61]([N:66]1[CH2:71][CH2:70][NH:69][CH2:68][CH2:67]1)[CH:60]=[CH:59]2, predict the reaction product.